From a dataset of Peptide-MHC class II binding affinity with 134,281 pairs from IEDB. Regression. Given a peptide amino acid sequence and an MHC pseudo amino acid sequence, predict their binding affinity value. This is MHC class II binding data. (1) The peptide sequence is TLTAFGFASADLIEI. The MHC is DRB1_1201 with pseudo-sequence DRB1_1201. The binding affinity (normalized) is 0.0564. (2) The peptide sequence is GELQIVRKIDAAFKI. The MHC is DRB1_0404 with pseudo-sequence DRB1_0404. The binding affinity (normalized) is 0.581. (3) The peptide sequence is YKRTDIVEVDRDTAR. The MHC is DRB3_0301 with pseudo-sequence DRB3_0301. The binding affinity (normalized) is 0.278. (4) The peptide sequence is GRLLRGHDQSAYDG. The MHC is DRB1_0401 with pseudo-sequence DRB1_0401. The binding affinity (normalized) is 0.889. (5) The peptide sequence is NKVKSLRILNTRRKL. The MHC is H-2-IAb with pseudo-sequence H-2-IAb. The binding affinity (normalized) is 0.163. (6) The peptide sequence is GSDLRFLRGYHQYA. The MHC is DRB1_0101 with pseudo-sequence DRB1_0101. The binding affinity (normalized) is 0.652. (7) The peptide sequence is LKNCVDAKMTEEDKE. The MHC is DRB1_0405 with pseudo-sequence DRB1_0405. The binding affinity (normalized) is 0.259. (8) The peptide sequence is SQDLELSWNMNGLQAY. The MHC is DRB1_1302 with pseudo-sequence DRB1_1302. The binding affinity (normalized) is 0.663. (9) The peptide sequence is HVVFGAMVAFAIVAC. The MHC is H-2-IAd with pseudo-sequence H-2-IAd. The binding affinity (normalized) is 0.169.